Task: Predict the product of the given reaction.. Dataset: Forward reaction prediction with 1.9M reactions from USPTO patents (1976-2016) (1) Given the reactants C1(P(C2C=CC=CC=2)C2C=CC=CC=2)C=CC=CC=1.[N:20]([CH2:23][C@H:24]1[O:28][C:27](=[O:29])[N:26]([C:30]2[CH:35]=[CH:34][C:33]([S:36][C:37]([C:50]3[CH:55]=[CH:54][CH:53]=[CH:52][CH:51]=3)([C:44]3[CH:49]=[CH:48][CH:47]=[CH:46][CH:45]=3)[C:38]3[CH:43]=[CH:42][CH:41]=[CH:40][CH:39]=3)=[C:32]([F:56])[CH:31]=2)[CH2:25]1)=[N+]=[N-].O, predict the reaction product. The product is: [NH2:20][CH2:23][C@@H:24]1[O:28][C:27](=[O:29])[N:26]([C:30]2[CH:35]=[CH:34][C:33]([S:36][C:37]([C:38]3[CH:39]=[CH:40][CH:41]=[CH:42][CH:43]=3)([C:44]3[CH:45]=[CH:46][CH:47]=[CH:48][CH:49]=3)[C:50]3[CH:55]=[CH:54][CH:53]=[CH:52][CH:51]=3)=[C:32]([F:56])[CH:31]=2)[CH2:25]1. (2) Given the reactants [F:1][C:2]1[CH:3]=[C:4]([NH:9][CH2:10][C@@H:11]([OH:24])[CH2:12][N:13]2[C:21](=[O:22])[C:20]3[C:15](=[CH:16][CH:17]=[CH:18][CH:19]=3)[C:14]2=[O:23])[CH:5]=[CH:6][C:7]=1[F:8].C1N=CN([C:30](N2C=NC=C2)=[O:31])C=1, predict the reaction product. The product is: [F:1][C:2]1[CH:3]=[C:4]([N:9]2[CH2:10][C@H:11]([CH2:12][N:13]3[C:21](=[O:22])[C:20]4[C:15](=[CH:16][CH:17]=[CH:18][CH:19]=4)[C:14]3=[O:23])[O:24][C:30]2=[O:31])[CH:5]=[CH:6][C:7]=1[F:8]. (3) Given the reactants [CH3:1]N(C)CCO.C([Li])CCC.[Cl:12][C:13]1[C:18]([CH3:19])=[CH:17][CH:16]=[CH:15][N:14]=1.IC, predict the reaction product. The product is: [Cl:12][C:13]1[C:18]([CH3:19])=[CH:17][CH:16]=[C:15]([CH3:1])[N:14]=1. (4) Given the reactants [Cl:1][C:2]1[CH:22]=[CH:21][C:5]([CH2:6][NH:7][C:8]2[CH:17]=[CH:16][C:11]([C:12]([O:14][CH3:15])=[O:13])=[CH:10][C:9]=2[N+:18]([O-])=O)=[CH:4][CH:3]=1.[CH3:23]OC(OC)OC.CC1C=CC(S([O-])(=O)=O)=CC=1.C1C=C[NH+]=CC=1, predict the reaction product. The product is: [Cl:1][C:2]1[CH:22]=[CH:21][C:5]([CH2:6][N:7]2[C:8]3[CH:17]=[CH:16][C:11]([C:12]([O:14][CH3:15])=[O:13])=[CH:10][C:9]=3[N:18]=[CH:23]2)=[CH:4][CH:3]=1. (5) Given the reactants FC1C=CC(NC(C2(C(O)=O)CC2)=O)=CC=1.CN1CCOCC1.Cl[C:25]([O:27][CH2:28][CH:29]([CH3:31])[CH3:30])=[O:26].[CH2:32]([N:34]([CH2:55][CH3:56])[CH2:35][C:36]#[C:37][C:38]1[S:46][C:45]2[C:40](=[N:41][CH:42]=[CH:43][C:44]=2[O:47][C:48]2[CH:53]=[CH:52][C:51]([NH2:54])=[CH:50][CH:49]=2)[CH:39]=1)[CH3:33], predict the reaction product. The product is: [CH2:55]([N:34]([CH2:32][CH3:33])[CH2:35][C:36]#[C:37][C:38]1[S:46][C:45]2[C:40](=[N:41][CH:42]=[CH:43][C:44]=2[O:47][C:48]2[CH:49]=[CH:50][C:51]([NH:54][C:25](=[O:26])[O:27][CH2:28][CH:29]([CH3:31])[CH3:30])=[CH:52][CH:53]=2)[CH:39]=1)[CH3:56]. (6) The product is: [O:23]1[C:28]2[CH:29]=[CH:30][C:31]([C:2]3[C:3](=[O:22])[N:4]([CH2:14][CH2:15][C:16]4[CH:21]=[CH:20][CH:19]=[CH:18][CH:17]=4)[C:5]([C:9]4[S:10][CH:11]=[CH:12][CH:13]=4)=[N:6][C:7]=3[CH3:8])=[CH:32][C:27]=2[O:26][CH2:25][CH2:24]1. Given the reactants Br[C:2]1[C:3](=[O:22])[N:4]([CH2:14][CH2:15][C:16]2[CH:21]=[CH:20][CH:19]=[CH:18][CH:17]=2)[C:5]([C:9]2[S:10][CH:11]=[CH:12][CH:13]=2)=[N:6][C:7]=1[CH3:8].[O:23]1[C:28]2[CH:29]=[CH:30][C:31](B(O)O)=[CH:32][C:27]=2[O:26][CH2:25][CH2:24]1.C(=O)([O-])[O-].[Na+].[Na+], predict the reaction product.